This data is from Peptide-MHC class I binding affinity with 185,985 pairs from IEDB/IMGT. The task is: Regression. Given a peptide amino acid sequence and an MHC pseudo amino acid sequence, predict their binding affinity value. This is MHC class I binding data. (1) The peptide sequence is VLDEPSIGL. The MHC is HLA-A02:03 with pseudo-sequence HLA-A02:03. The binding affinity (normalized) is 0.583. (2) The peptide sequence is LWSYNAELL. The MHC is HLA-A30:02 with pseudo-sequence HLA-A30:02. The binding affinity (normalized) is 0. (3) The peptide sequence is FYPEKSTVI. The MHC is HLA-A31:01 with pseudo-sequence HLA-A31:01. The binding affinity (normalized) is 0.0847. (4) The MHC is HLA-B15:01 with pseudo-sequence HLA-B15:01. The peptide sequence is VLTGGVTLFF. The binding affinity (normalized) is 0.513. (5) The MHC is HLA-A02:01 with pseudo-sequence HLA-A02:01. The peptide sequence is WLLIDTSNA. The binding affinity (normalized) is 0.457. (6) The peptide sequence is VVFDFASL. The MHC is H-2-Kb with pseudo-sequence H-2-Kb. The binding affinity (normalized) is 1.00. (7) The peptide sequence is FLPPQIPVI. The MHC is HLA-B07:02 with pseudo-sequence HLA-B07:02. The binding affinity (normalized) is 0.0847.